Dataset: Reaction yield outcomes from USPTO patents with 853,638 reactions. Task: Predict the reaction yield, written as a fraction of the theoretical maximum amount of product (1.0 means a 100% yield; for example, 0.34 means a 34% yield). (1) The reactants are [Cl:1][C:2]1[CH:9]=[CH:8][C:5]([CH:6]=[O:7])=[CH:4][CH:3]=1.[CH2:10]([OH:14])[CH2:11][CH:12]=C.[C:15](O)(C(F)(F)F)=O.[Li+].[OH-]. The catalyst is ClCCCl.CO. The product is [Cl:1][C:2]1[CH:9]=[CH:8][C:5]([CH:6]2[CH2:15][CH:10]([OH:14])[CH2:11][CH2:12][O:7]2)=[CH:4][CH:3]=1. The yield is 0.720. (2) The reactants are Br[C:2]1[S:3][CH:4]=[CH:5][N:6]=1.[NH:7]1[CH2:12][CH2:11][CH:10]([C:13]([O:15][CH2:16][CH3:17])=[O:14])[CH2:9][CH2:8]1. The catalyst is ClCCl. The product is [S:3]1[CH:4]=[CH:5][N:6]=[C:2]1[N:7]1[CH2:12][CH2:11][CH:10]([C:13]([O:15][CH2:16][CH3:17])=[O:14])[CH2:9][CH2:8]1. The yield is 0.860. (3) The reactants are [S:1]1[C:5]2[CH:6]=[CH:7][CH:8]=[CH:9][C:4]=2[N:3]=[C:2]1[NH:10][NH2:11].C([O:14][C:15](=O)[CH2:16][C:17]([C:19]1[CH:24]=[CH:23][CH:22]=[C:21]([O:25][CH3:26])[CH:20]=1)=O)C. The catalyst is C(O)C. The product is [S:1]1[C:5]2[CH:6]=[CH:7][CH:8]=[CH:9][C:4]=2[N:3]=[C:2]1[N:10]1[C:15](=[O:14])[CH:16]=[C:17]([C:19]2[CH:24]=[CH:23][CH:22]=[C:21]([O:25][CH3:26])[CH:20]=2)[NH:11]1. The yield is 0.700. (4) The reactants are Cl[CH2:2][CH2:3][CH2:4][CH2:5][O:6][C:7]1[CH:8]=[N:9][CH:10]=[CH:11][CH:12]=1.[OH-].[NH4+:14]. The catalyst is CO. The product is [N:9]1[CH:10]=[CH:11][CH:12]=[C:7]([O:6][CH2:5][CH2:4][CH2:3][CH2:2][NH2:14])[CH:8]=1. The yield is 0.742. (5) The reactants are [F:1][C:2]1[CH:7]=[C:6]([F:8])[CH:5]=[CH:4][C:3]=1[N:9]1[C:17](=[O:18])[C:16]2[C@H:15]3[C:19]([CH3:21])([CH3:20])[C@:12]([CH3:22])([CH2:13][CH2:14]3)[C:11]=2[NH:10]1.I[CH2:24][CH2:25][CH3:26]. The catalyst is CN1CCCC1.C(OCC)(=O)C. The product is [F:1][C:2]1[CH:7]=[C:6]([F:8])[CH:5]=[CH:4][C:3]=1[N:9]1[C:17](=[O:18])[C:16]2[C@H:15]3[C:19]([CH3:21])([CH3:20])[C@:12]([CH3:22])([CH2:13][CH2:14]3)[C:11]=2[N:10]1[CH2:24][CH2:25][CH3:26]. The yield is 0.390.